From a dataset of Reaction yield outcomes from USPTO patents with 853,638 reactions. Predict the reaction yield, written as a fraction of the theoretical maximum amount of product (1.0 means a 100% yield; for example, 0.34 means a 34% yield). (1) The reactants are [CH2:1]([N:4]1[CH2:7][CH:6]([C:8]2[CH:13]=[CH:12][C:11]([NH2:14])=[CH:10][CH:9]=2)[CH2:5]1)[CH2:2][CH3:3].[F:15][C:16]([F:30])([F:29])[CH:17]([C:19]1[CH:24]=[CH:23][C:22]([S:25](Cl)(=[O:27])=[O:26])=[CH:21][CH:20]=1)[CH3:18]. The catalyst is C(Cl)Cl.N1C=CC=CC=1. The product is [CH2:1]([N:4]1[CH2:5][CH:6]([C:8]2[CH:9]=[CH:10][C:11]([NH:14][S:25]([C:22]3[CH:21]=[CH:20][C:19]([CH:17]([CH3:18])[C:16]([F:15])([F:29])[F:30])=[CH:24][CH:23]=3)(=[O:27])=[O:26])=[CH:12][CH:13]=2)[CH2:7]1)[CH2:2][CH3:3]. The yield is 0.180. (2) The reactants are [NH2:1][C:2]1[N:7]=[CH:6][N:5]=[C:4]2[N:8]([CH:12]([C:14]3[CH:21]=[C:20]([Cl:22])[C:17]([C:18]#[N:19])=[C:16]([CH:23]4[CH2:26][NH:25][CH2:24]4)[C:15]=3[O:27][CH2:28][CH3:29])[CH3:13])[N:9]=[C:10]([CH3:11])[C:3]=12.C(N(CC)CC)C.Br[CH2:38][CH2:39][OH:40].C(=O)(O)[O-].[Na+]. The catalyst is O1CCCC1. The product is [NH2:1][C:2]1[N:7]=[CH:6][N:5]=[C:4]2[N:8]([CH:12]([C:14]3[CH:21]=[C:20]([Cl:22])[C:17]([C:18]#[N:19])=[C:16]([CH:23]4[CH2:24][N:25]([CH2:38][CH2:39][OH:40])[CH2:26]4)[C:15]=3[O:27][CH2:28][CH3:29])[CH3:13])[N:9]=[C:10]([CH3:11])[C:3]=12. The yield is 0.440. (3) The reactants are [C:1]([C:9]1[CH:14]=[C:13]([Cl:15])[CH:12]=[CH:11][C:10]=1[NH:16][C:17](N1C=CN=C1)=[O:18])(=[O:8])[C:2]1[CH:7]=[CH:6][CH:5]=[CH:4][CH:3]=1.[F:24][C:25]([F:29])([F:28])[CH2:26][NH2:27]. The catalyst is C1COCC1. The product is [Cl:15][C:13]1[CH:14]=[C:9]2[C:10](=[CH:11][CH:12]=1)[NH:16][C:17](=[O:18])[N:27]([CH2:26][C:25]([F:29])([F:28])[F:24])[C:1]2([OH:8])[C:2]1[CH:3]=[CH:4][CH:5]=[CH:6][CH:7]=1. The yield is 0.824. (4) The reactants are C([N:8]1[CH2:17]/[C:16](=[CH:18]\[CH3:19])/[C:15]2[N:14]=[C:13]([N:20]3[CH2:25][CH2:24][O:23][CH2:22][CH2:21]3)[CH:12]=[CH:11][C:10]=2[CH2:9]1)C1C=CC=CC=1. The catalyst is [Pd].CO. The product is [CH2:18]([CH:16]1[C:15]2[N:14]=[C:13]([N:20]3[CH2:21][CH2:22][O:23][CH2:24][CH2:25]3)[CH:12]=[CH:11][C:10]=2[CH2:9][NH:8][CH2:17]1)[CH3:19]. The yield is 0.200. (5) The reactants are [N+:1](/[CH:4]=[CH:5]/[C:6]1[CH:18]=[CH:17][C:9]([O:10][C:11]2[CH:16]=[CH:15][CH:14]=[CH:13][N:12]=2)=[CH:8][CH:7]=1)([O-:3])=[O:2].C(O)(=O)C.[BH4-].[Na+]. The catalyst is CS(C)=O. The product is [N+:1]([CH2:4][CH2:5][C:6]1[CH:18]=[CH:17][C:9]([O:10][C:11]2[CH:16]=[CH:15][CH:14]=[CH:13][N:12]=2)=[CH:8][CH:7]=1)([O-:3])=[O:2]. The yield is 0.450. (6) The reactants are C1(P(=O)(C2C=CC=CC=2)C2C=CC=CC=2)C=CC=CC=1.FC(F)(F)S(OS(C(F)(F)F)(=O)=O)(=O)=O.C([S:43][CH:44]([CH2:77][N:78]1[CH2:83][CH2:82][O:81][CH2:80][CH2:79]1)[CH2:45][NH:46][C:47]([C:49]1[NH:50][C:51]2[C:56]([CH:57]=1)=[CH:55][C:54]([O:58][CH2:59][CH2:60][CH2:61][S:62]([CH3:65])(=[O:64])=[O:63])=[CH:53][C:52]=2[N:66]([CH3:76])[S:67]([C:70]1[CH:75]=[CH:74][CH:73]=[CH:72][N:71]=1)(=[O:69])=[O:68])=O)C1C=CC=CC=1.C1(SC)C=CC=CC=1. The catalyst is ClCCl.C(OCC)(=O)C. The product is [CH3:76][N:66]([C:52]1[CH:53]=[C:54]([O:58][CH2:59][CH2:60][CH2:61][S:62]([CH3:65])(=[O:64])=[O:63])[CH:55]=[C:56]2[C:51]=1[NH:50][C:49]([C:47]1[S:43][CH:44]([CH2:77][N:78]3[CH2:79][CH2:80][O:81][CH2:82][CH2:83]3)[CH2:45][N:46]=1)=[CH:57]2)[S:67]([C:70]1[CH:75]=[CH:74][CH:73]=[CH:72][N:71]=1)(=[O:69])=[O:68]. The yield is 0.230.